Dataset: Experimentally validated miRNA-target interactions with 360,000+ pairs, plus equal number of negative samples. Task: Binary Classification. Given a miRNA mature sequence and a target amino acid sequence, predict their likelihood of interaction. (1) The miRNA is hsa-miR-6134 with sequence UGAGGUGGUAGGAUGUAGA. The protein sequence of the target gene is MAENGDNEKMAALEAKICHQIEYYFGDFNLPRDKFLKEQIKLDEGWVPLEIMIKFNRLNRLTTDFNVIVEALSKSKAELMEISEDKTKIRRSPSKPLPEVTDEYKNDVKNRSVYIKGFPTDATLDDIKEWLEDKGQVLNIQMRRTLHKAFKGSIFVVFDSIESAKKFVETPGQKYKETDLLILFKDDYFAKKNEERKQNKVEAKLRAKQEQEAKQKLEEDAEMKSLEEKIGCLLKFSGDLDDQTCREDLHILFSNHGEIKWIDFVRGAKEGIILFKEKAKEALGKAKDANNGNLQLRNKE.... Result: 0 (no interaction). (2) The miRNA is hsa-miR-1281 with sequence UCGCCUCCUCCUCUCCC. The protein sequence of the target gene is MAHRCLRLWGRGGCWPRGLQQLLVPGGVGPGEQPCLRTLYRFVTTQARASRNSLLTDIIAAYQRFCSRPPKGFEKYFPNGKNGKKASEPKEVMGEKKESKPAATTRSSGGGGGGGGKRGGKKDDSHWWSRFQKGDIPWDDKDFRMFFLWTALFWGGVMFYLLLKRSGREITWKDFVNNYLSKGVVDRLEVVNKRFVRVTFTPGKTPVDGQYVWFNIGSVDTFERNLETLQQELGIEGENRVPVVYIAESDGSFLLSMLPTVLIIAFLLYTIRRGPAGIGRTGRGMGGLFSVGETTAKVLK.... Result: 0 (no interaction). (3) The miRNA is mmu-miR-463-3p with sequence UGAUAGACACCAUAUAAGGUAG. The protein sequence of the target gene is MAISPGPLFLIFVLGLVVIPPTLAQDDSRYTKFLTQHHDAKPKGRDDRYCERMMKRRSLTSPCKDVNTFIHGNKSNIKAICGANGSPYRENLRMSKSPFQVTTCKHTGGSPRPPCQYRASAGFRHVVIACENGLPVHFDESFFSL. Result: 0 (no interaction). (4) The miRNA is hsa-miR-3139 with sequence UAGGAGCUCAACAGAUGCCUGUU. The protein sequence of the target gene is MAGPGAWKRLKSLLRKDDTPLFLNDTSAFDFSDEVSDEGLSRFNKLRVVVADDDSEAPERPVNGAHPALQADDDSLLDQDLPLTNSQLSLKMDPCDNCSKRRELLKQRKVKTRLTIAAVLYLLFMIGELVGGYMANSLAIMTDALHMLTDLSAIILTLLALWLSSKSPTRRFTFGFHRLEVLSAMISVMLVYVLMGFLLYEAVQRTIHMNYEINGDVMLITAAVGVAVNVIMGFLLNQSGHHHSHAHSHSLPSNSPSMVSSGHNHGQDSLAVRAAFVHALGDLVQSVGVLIAAYIIRFKP.... Result: 0 (no interaction).